Dataset: Full USPTO retrosynthesis dataset with 1.9M reactions from patents (1976-2016). Task: Predict the reactants needed to synthesize the given product. Given the product [Br:1][C:2]1[CH:3]=[CH:4][C:5]([CH3:16])=[C:6]([C:8]2[N:9]=[C:10]([NH2:15])[N:11]=[C:12]([NH:25][C:22]3[CH:23]=[CH:24][C:19]([C:18]([F:17])([F:26])[F:27])=[CH:20][CH:21]=3)[CH:13]=2)[CH:7]=1, predict the reactants needed to synthesize it. The reactants are: [Br:1][C:2]1[CH:3]=[CH:4][C:5]([CH3:16])=[C:6]([C:8]2[CH:13]=[C:12](Cl)[N:11]=[C:10]([NH2:15])[N:9]=2)[CH:7]=1.[F:17][C:18]([F:27])([F:26])[C:19]1[CH:24]=[CH:23][C:22]([NH2:25])=[CH:21][CH:20]=1.